This data is from Reaction yield outcomes from USPTO patents with 853,638 reactions. The task is: Predict the reaction yield, written as a fraction of the theoretical maximum amount of product (1.0 means a 100% yield; for example, 0.34 means a 34% yield). (1) The reactants are Br[C:2]1[CH:11]=[CH:10][C:5]([C:6]([O:8][CH3:9])=[O:7])=[CH:4][N:3]=1.[F-].[Cs+].[F:14][C:15]([F:37])([F:36])[C:16]([N:18]([C@@H:27]1[CH2:29][C@H:28]1[C:30]1[CH:35]=[CH:34][CH:33]=[CH:32][CH:31]=1)[CH2:19][CH2:20][CH:21]1[CH2:26][CH2:25][NH:24][CH2:23][CH2:22]1)=[O:17].FC(F)(F)C([O-])=O. The catalyst is CN(C)C(=O)C.O. The product is [F:37][C:15]([F:14])([F:36])[C:16]([N:18]([CH2:19][CH2:20][CH:21]1[CH2:26][CH2:25][N:24]([C:2]2[CH:11]=[CH:10][C:5]([C:6]([O:8][CH3:9])=[O:7])=[CH:4][N:3]=2)[CH2:23][CH2:22]1)[C@@H:27]1[CH2:29][C@H:28]1[C:30]1[CH:35]=[CH:34][CH:33]=[CH:32][CH:31]=1)=[O:17]. The yield is 0.273. (2) The reactants are [Cl:1][C:2]1[C:3]([CH3:14])=[C:4](I)[C:5]([O:11][CH3:12])=[C:6]([C:8](=[O:10])[CH3:9])[CH:7]=1.[CH3:15][C:16]1(C)C(C)(C)OB(C=C)O1.ClCCl.C(=O)([O-])[O-].[K+].[K+]. The catalyst is O1CCOCC1.O.C1C=CC(P(C2C=CC=CC=2)[C-]2C=CC=C2)=CC=1.C1C=CC(P(C2C=CC=CC=2)[C-]2C=CC=C2)=CC=1.Cl[Pd]Cl.[Fe+2]. The product is [Cl:1][C:2]1[C:3]([CH3:14])=[C:4]([CH:15]=[CH2:16])[C:5]([O:11][CH3:12])=[C:6]([C:8](=[O:10])[CH3:9])[CH:7]=1. The yield is 0.820. (3) The reactants are OC1CCN(CC2C=CC=CC=2)CC1.C([N:22]1[CH2:27][CH2:26][CH:25]([O:28][C:29](=[O:43])[NH:30][C:31]2[CH:36]=[CH:35][CH:34]=[CH:33][C:32]=2[C:37]2[CH:42]=[CH:41][CH:40]=[CH:39][CH:38]=2)[CH2:24][CH2:23]1)C1C=CC=CC=1.Cl.C([O-])=O.[NH4+]. The catalyst is C(O)C. The product is [NH:22]1[CH2:23][CH2:24][CH:25]([O:28][C:29](=[O:43])[NH:30][C:31]2[CH:36]=[CH:35][CH:34]=[CH:33][C:32]=2[C:37]2[CH:42]=[CH:41][CH:40]=[CH:39][CH:38]=2)[CH2:26][CH2:27]1. The yield is 1.00. (4) The reactants are [CH3:1][C:2]([CH3:4])=O.C(O)(=O)C.C([BH3-])#N.[Na+].[NH2:13][C@H:14]1[CH2:19][CH2:18][C@H:17]([NH:20][C:21]2[CH:29]=[CH:28][C:24]([C:25]([NH2:27])=[O:26])=[C:23]([F:30])[CH:22]=2)[CH2:16][CH2:15]1.C(=O)([O-])O.[Na+]. The catalyst is CO. The product is [F:30][C:23]1[CH:22]=[C:21]([NH:20][C@H:17]2[CH2:18][CH2:19][C@H:14]([NH:13][CH:2]([CH3:4])[CH3:1])[CH2:15][CH2:16]2)[CH:29]=[CH:28][C:24]=1[C:25]([NH2:27])=[O:26]. The yield is 0.760. (5) The reactants are [NH2:1][C:2]1[CH:3]=[CH:4][CH:5]=[C:6]2[C:10]=1[N:9]([CH2:11][O:12][CH3:13])[C:8]([C:14]([O:16][CH2:17][CH3:18])=[O:15])=[CH:7]2.[Cl:19]N1C(=O)CCC1=O.CN(C)C=O. The catalyst is O. The product is [NH2:1][C:2]1[CH:3]=[CH:4][C:5]([Cl:19])=[C:6]2[C:10]=1[N:9]([CH2:11][O:12][CH3:13])[C:8]([C:14]([O:16][CH2:17][CH3:18])=[O:15])=[CH:7]2. The yield is 0.250. (6) The reactants are Br.[NH2:2][C:3]1[C:4]([OH:18])=[C:5]([C:10]2[O:14][C:13]([C:15]([OH:17])=[O:16])=[CH:12][CH:11]=2)[CH:6]=[C:7]([CH3:9])[CH:8]=1.[N:19]([O-])=O.[Na+].[CH3:23][C:24]1[CH2:25][C:26](=[O:39])[N:27]([C:29]2[CH:38]=[CH:37][C:36]3[CH2:35][CH2:34][CH2:33][CH2:32][C:31]=3[CH:30]=2)[N:28]=1.C(=O)(O)[O-].[Na+]. The catalyst is Cl.C(O)C. The product is [OH:18][C:4]1[C:3]([NH:2][N:19]=[C:25]2[C:26](=[O:39])[N:27]([C:29]3[CH:38]=[CH:37][C:36]4[CH2:35][CH2:34][CH2:33][CH2:32][C:31]=4[CH:30]=3)[N:28]=[C:24]2[CH3:23])=[CH:8][C:7]([CH3:9])=[CH:6][C:5]=1[C:10]1[O:14][C:13]([C:15]([OH:17])=[O:16])=[CH:12][CH:11]=1. The yield is 0.348. (7) The reactants are [C:1]1([S:7]([C:10]2[CH:11]=[CH:12][C:13]([C:26]([F:29])([F:28])[F:27])=[C:14]([S:16]([NH:19][CH:20]3[CH2:25][CH2:24][NH:23][CH2:22][CH2:21]3)(=[O:18])=[O:17])[CH:15]=2)(=[O:9])=[O:8])[CH:6]=[CH:5][CH:4]=[CH:3][CH:2]=1.C(=O)([O-])[O-].[K+].[K+].F[C:37]1[CH:42]=[CH:41][C:40]([C:43]([F:46])([F:45])[F:44])=[CH:39][CH:38]=1. The catalyst is CN(C)C=O. The product is [C:1]1([S:7]([C:10]2[CH:11]=[CH:12][C:13]([C:26]([F:28])([F:29])[F:27])=[C:14]([S:16]([NH:19][CH:20]3[CH2:25][CH2:24][N:23]([C:37]4[CH:42]=[CH:41][C:40]([C:43]([F:46])([F:45])[F:44])=[CH:39][CH:38]=4)[CH2:22][CH2:21]3)(=[O:18])=[O:17])[CH:15]=2)(=[O:9])=[O:8])[CH:2]=[CH:3][CH:4]=[CH:5][CH:6]=1. The yield is 0.280.